This data is from NCI-60 drug combinations with 297,098 pairs across 59 cell lines. The task is: Regression. Given two drug SMILES strings and cell line genomic features, predict the synergy score measuring deviation from expected non-interaction effect. (1) Drug 2: CC(C)CN1C=NC2=C1C3=CC=CC=C3N=C2N. Drug 1: C1=CC=C(C=C1)NC(=O)CCCCCCC(=O)NO. Synergy scores: CSS=0.180, Synergy_ZIP=0.381, Synergy_Bliss=1.80, Synergy_Loewe=-0.750, Synergy_HSA=-0.785. Cell line: NCI-H322M. (2) Drug 1: CCCS(=O)(=O)NC1=C(C(=C(C=C1)F)C(=O)C2=CNC3=C2C=C(C=N3)C4=CC=C(C=C4)Cl)F. Drug 2: CCC1=CC2CC(C3=C(CN(C2)C1)C4=CC=CC=C4N3)(C5=C(C=C6C(=C5)C78CCN9C7C(C=CC9)(C(C(C8N6C)(C(=O)OC)O)OC(=O)C)CC)OC)C(=O)OC.C(C(C(=O)O)O)(C(=O)O)O. Cell line: DU-145. Synergy scores: CSS=39.4, Synergy_ZIP=-1.92, Synergy_Bliss=-3.81, Synergy_Loewe=-24.0, Synergy_HSA=-5.96.